From a dataset of Catalyst prediction with 721,799 reactions and 888 catalyst types from USPTO. Predict which catalyst facilitates the given reaction. Reactant: [N+:1]([C:4]1[CH:9]=[CH:8][C:7]([N:10]2[CH2:14][CH:13]3[CH2:15][O:16][CH2:17][CH:12]3[CH2:11]2)=[CH:6][CH:5]=1)([O-])=O. Product: [CH2:15]1[CH:13]2[CH2:14][N:10]([C:7]3[CH:8]=[CH:9][C:4]([NH2:1])=[CH:5][CH:6]=3)[CH2:11][CH:12]2[CH2:17][O:16]1. The catalyst class is: 29.